From a dataset of Catalyst prediction with 721,799 reactions and 888 catalyst types from USPTO. Predict which catalyst facilitates the given reaction. (1) Reactant: [CH:1]1([CH2:7][CH2:8][CH2:9][CH2:10][CH2:11][O:12][C:13]([NH:15][C@H:16]([C@@H:20]([OH:22])[CH3:21])[C:17]([OH:19])=O)=[O:14])[CH2:6][CH2:5][CH2:4][CH2:3][CH2:2]1.CCN(CC)CC.CN(C(ON1N=NC2C=CC=CC1=2)=[N+](C)C)C.[B-](F)(F)(F)F. Product: [CH:1]1([CH2:7][CH2:8][CH2:9][CH2:10][CH2:11][O:12][C:13](=[O:14])[NH:15][C@H:16]2[C:17](=[O:19])[O:22][C@H:20]2[CH3:21])[CH2:2][CH2:3][CH2:4][CH2:5][CH2:6]1. The catalyst class is: 2. (2) Reactant: [C:1]([O:5][C:6]([N:8]1[CH2:13][C@@H:12]([C:14]([O:16][CH3:17])=[O:15])[O:11][C@@H:10]([C:18]([OH:20])=O)[CH2:9]1)=[O:7])([CH3:4])([CH3:3])[CH3:2].C(NC(C)C)(C)C.P(Cl)(OC1C=CC=CC=1)(OC1C=CC=CC=1)=O.[Br:45][C:46]1[S:47][C:48]([C@H:59]([NH:61][CH:62]2[CH2:64][CH2:63]2)[CH3:60])=[CH:49][C:50]=1[CH2:51][CH2:52][CH2:53][NH:54][C:55](=[O:58])[O:56][CH3:57].C(=O)([O-])O.[Na+]. Product: [Br:45][C:46]1[S:47][C:48]([C@H:59]([N:61]([CH:62]2[CH2:63][CH2:64]2)[C:18]([C@H:10]2[CH2:9][N:8]([C:6]([O:5][C:1]([CH3:2])([CH3:3])[CH3:4])=[O:7])[CH2:13][C@@H:12]([C:14]([O:16][CH3:17])=[O:15])[O:11]2)=[O:20])[CH3:60])=[CH:49][C:50]=1[CH2:51][CH2:52][CH2:53][NH:54][C:55]([O:56][CH3:57])=[O:58]. The catalyst class is: 4. (3) Reactant: CC1(C)C(C)(C)OB([C:9]2[CH:14]=[CH:13][N:12]=[C:11]([NH:15][C:16](=[O:18])[CH3:17])[CH:10]=2)O1.Br[C:21]1[CH:22]=[C:23]([NH2:28])[C:24]([CH3:27])=[N:25][CH:26]=1.C(=O)([O-])[O-].[Cs+].[Cs+]. Product: [NH2:28][C:23]1[CH:22]=[C:21]([C:9]2[CH:14]=[CH:13][N:12]=[C:11]([NH:15][C:16](=[O:18])[CH3:17])[CH:10]=2)[CH:26]=[N:25][C:24]=1[CH3:27]. The catalyst class is: 117. (4) Reactant: [C:1]([C:3]1([C:6]2[CH:7]=[C:8]([CH:12]=[CH:13][CH:14]=2)[C:9](Cl)=[O:10])[CH2:5][CH2:4]1)#[N:2].Cl.Cl.[NH2:17][C:18]1[CH:19]=[C:20]([CH:29]=[CH:30][CH:31]=1)[O:21][C:22]1[CH:23]=[CH:24][C:25]([NH2:28])=[N:26][CH:27]=1.C(=O)([O-])O.[Na+]. Product: [NH2:28][C:25]1[N:26]=[CH:27][C:22]([O:21][C:20]2[CH:19]=[C:18]([NH:17][C:9](=[O:10])[C:8]3[CH:12]=[CH:13][CH:14]=[C:6]([C:3]4([C:1]#[N:2])[CH2:5][CH2:4]4)[CH:7]=3)[CH:31]=[CH:30][CH:29]=2)=[CH:23][CH:24]=1. The catalyst class is: 80. (5) Reactant: [F:1][C:2]1[CH:3]=[C:4]([C:9]2[C:14]([F:15])=[CH:13][C:12]([N:16]3[C:25]4[C:20](=[CH:21][C:22]([S:26](=[O:43])(=[O:42])[N:27]([C:37]5[CH:41]=[CH:40][O:39][N:38]=5)CC5C=CC(OC)=CC=5)=[CH:23][CH:24]=4)[CH:19]=[CH:18][C:17]3=[O:44])=[C:11]([O:45][CH:46]3[CH2:49][N:48]([C:50]([O:52]C(C)(C)C)=[O:51])[CH2:47]3)[CH:10]=2)[CH:5]=[C:6]([F:8])[CH:7]=1.[F:57][C:58]([F:64])([F:63])S(O)(=O)=O. Product: [F:57][C:58]([F:64])([F:63])[C:50]([OH:52])=[O:51].[NH:48]1[CH2:47][CH:46]([O:45][C:11]2[C:12]([N:16]3[C:25]4[C:20](=[CH:21][C:22]([S:26]([NH:27][C:37]5[CH:41]=[CH:40][O:39][N:38]=5)(=[O:43])=[O:42])=[CH:23][CH:24]=4)[CH:19]=[CH:18][C:17]3=[O:44])=[CH:13][C:14]([F:15])=[C:9]([C:4]3[CH:3]=[C:2]([F:1])[CH:7]=[C:6]([F:8])[CH:5]=3)[CH:10]=2)[CH2:49]1. The catalyst class is: 583. (6) Reactant: [N:1]1([C:5]2[C:10]([C:11]([C:13]3[CH:14]=[N:15][N:16]([CH3:25])[C:17]=3[C:18]3[CH:23]=[CH:22][C:21]([CH3:24])=[CH:20][CH:19]=3)=O)=[C:9](Cl)[N:8]=[CH:7][N:6]=2)[CH2:4][CH2:3][CH2:2]1.[CH3:27][NH:28][NH2:29]. Product: [N:1]1([C:5]2[N:6]=[CH:7][N:8]=[C:9]3[N:28]([CH3:27])[N:29]=[C:11]([C:13]4[CH:14]=[N:15][N:16]([CH3:25])[C:17]=4[C:18]4[CH:23]=[CH:22][C:21]([CH3:24])=[CH:20][CH:19]=4)[C:10]=23)[CH2:4][CH2:3][CH2:2]1. The catalyst class is: 17. (7) Reactant: [F:1][C:2]([F:24])([O:12][C:13]1[CH:22]=[CH:21][C:20]2[C:15](=[CH:16][CH:17]=[CH:18][CH:19]=2)[C:14]=1[F:23])[C:3]([NH:5][CH2:6][C:7]1[O:8][CH:9]=[CH:10][CH:11]=1)=O.[BH4-].[Na+].ClC1C2C(=CC=CC=2)C=CC=1OCC(C)(NCC1SC=CC=1)C. Product: [F:24][C:2]([F:1])([O:12][C:13]1[CH:22]=[CH:21][C:20]2[C:15](=[CH:16][CH:17]=[CH:18][CH:19]=2)[C:14]=1[F:23])[CH2:3][NH:5][CH2:6][C:7]1[O:8][CH:9]=[CH:10][CH:11]=1. The catalyst class is: 1. (8) The catalyst class is: 37. Product: [Br:1][C:2]1[CH:21]=[CH:20][C:19]([F:22])=[CH:18][C:3]=1[O:4][CH:5]1[CH2:6][CH2:7][N:8]([C:11]2[S:15][C:14]([C:16]3[N:23]=[N:24][NH:25][N:17]=3)=[N:13][N:12]=2)[CH2:9][CH2:10]1. Reactant: [Br:1][C:2]1[CH:21]=[CH:20][C:19]([F:22])=[CH:18][C:3]=1[O:4][CH:5]1[CH2:10][CH2:9][N:8]([C:11]2[S:15][C:14]([C:16]#[N:17])=[N:13][N:12]=2)[CH2:7][CH2:6]1.[N-:23]=[N+:24]=[N-:25].[Na+].Cl.[NH+]1C=CC=CC=1.CO.CCOCC.CCCCCCC. (9) Reactant: Cl[C:2](=[O:8])[C:3]([O:5]CC)=O.[Cl:9][C:10]1[CH:11]=[CH:12][C:13]([CH3:23])=[C:14]([NH:16][C:17]([NH:19][CH2:20][C:21]#[CH:22])=[S:18])[CH:15]=1. Product: [Cl:9][C:10]1[CH:11]=[CH:12][C:13]([CH3:23])=[C:14]([N:16]2[C:2](=[O:8])[C:3](=[O:5])[N:19]([CH2:20][C:21]#[CH:22])[C:17]2=[S:18])[CH:15]=1. The catalyst class is: 2.